Dataset: Full USPTO retrosynthesis dataset with 1.9M reactions from patents (1976-2016). Task: Predict the reactants needed to synthesize the given product. Given the product [OH:17][C:15]1[C:16]2[C:8]([C:5]3[CH:6]=[CH:7][C:2]([CH:46]=[CH:45][CH2:44][CH2:43][OH:47])=[CH:3][CH:4]=3)=[CH:9][S:10][C:11]=2[NH:12][C:13](=[O:20])[C:14]=1[C:18]#[N:19], predict the reactants needed to synthesize it. The reactants are: I[C:2]1[CH:7]=[CH:6][C:5]([C:8]2[C:16]3[C:15]([OH:17])=[C:14]([C:18]#[N:19])[C:13](=[O:20])[NH:12][C:11]=3[S:10][CH:9]=2)=[CH:4][CH:3]=1.CC1C=CC=CC=1P(C1C=CC=CC=1C)C1C=CC=CC=1C.[CH2:43]([OH:47])[CH2:44][CH:45]=[CH2:46].